From a dataset of Catalyst prediction with 721,799 reactions and 888 catalyst types from USPTO. Predict which catalyst facilitates the given reaction. (1) Reactant: [Cl:1][C:2]1[CH:3]=[C:4]([F:33])[C:5]2[N:11]3[CH:12]=[CH:13][CH:14]=[C:10]3[C@@H:9]([CH2:15][CH2:16][CH2:17]S([O-])(=O)=O)[O:8][C@H:7]([C:22]3[CH:27]=[CH:26][CH:25]=[C:24]([O:28][CH3:29])[C:23]=3[O:30][CH3:31])[C:6]=2[CH:32]=1.[C-]#[N:35].[Na+].O. Product: [Cl:1][C:2]1[CH:3]=[C:4]([F:33])[C:5]2[N:11]3[CH:12]=[CH:13][CH:14]=[C:10]3[C@@H:9]([CH2:15][CH2:16][C:17]#[N:35])[O:8][C@H:7]([C:22]3[CH:27]=[CH:26][CH:25]=[C:24]([O:28][CH3:29])[C:23]=3[O:30][CH3:31])[C:6]=2[CH:32]=1. The catalyst class is: 16. (2) Reactant: [N+:1]([C:4]1[CH:5]=[C:6]2[C:10](=[CH:11][CH:12]=1)[NH:9][N:8]=[C:7]2[C:13]([OH:15])=[O:14])([O-:3])=[O:2].[CH3:16]O. Product: [CH3:16][O:14][C:13]([C:7]1[C:6]2[C:10](=[CH:11][CH:12]=[C:4]([N+:1]([O-:3])=[O:2])[CH:5]=2)[NH:9][N:8]=1)=[O:15]. The catalyst class is: 33. (3) Reactant: [C:1]1([Mg]Br)[CH:6]=[CH:5][CH:4]=[CH:3][CH:2]=1.[CH:9]([C:11]1[CH:23]=[CH:22][C:14]([C:15]([N:17]([CH2:20][CH3:21])[CH2:18][CH3:19])=[O:16])=[CH:13][CH:12]=1)=[O:10]. Product: [CH2:20]([N:17]([CH2:18][CH3:19])[C:15]([C:14]1[CH:22]=[CH:23][C:11]([CH:9]([OH:10])[C:1]2[CH:6]=[CH:5][CH:4]=[CH:3][CH:2]=2)=[CH:12][CH:13]=1)=[O:16])[CH3:21]. The catalyst class is: 7. (4) Reactant: [C:1](OC(=O)C)(=[O:3])[CH3:2].[NH2:8][C:9]1[N:14]=[C:13]([C:15]#[C:16][C:17]2[C:18]([NH:23][C:24]3[CH:29]=[CH:28][C:27]([O:30][CH2:31][C:32]4[CH:37]=[CH:36][CH:35]=[C:34]([F:38])[CH:33]=4)=[C:26]([Cl:39])[CH:25]=3)=[N:19][CH:20]=[N:21][CH:22]=2)[CH:12]=[CH:11][CH:10]=1.C([O-])(O)=O.[Na+]. The catalyst class is: 2. Product: [Cl:39][C:26]1[CH:25]=[C:24]([CH:29]=[CH:28][C:27]=1[O:30][CH2:31][C:32]1[CH:37]=[CH:36][CH:35]=[C:34]([F:38])[CH:33]=1)[NH:23][C:18]1[C:17]([C:16]#[C:15][C:13]2[N:14]=[C:9]([NH:8][C:1](=[O:3])[CH3:2])[CH:10]=[CH:11][CH:12]=2)=[CH:22][N:21]=[CH:20][N:19]=1. (5) Reactant: Cl[C:2]1[N:3]=[C:4]([NH:18][CH3:19])[C:5]2[N:6]=[C:7]([NH:14][CH2:15][CH2:16][CH3:17])[N:8]=[C:9]([NH:12][CH3:13])[C:10]=2[N:11]=1.C(N(CC)CC)C. Product: [CH3:13][NH:12][C:9]1[C:10]2[N:11]=[CH:2][N:3]=[C:4]([NH:18][CH3:19])[C:5]=2[N:6]=[C:7]([NH:14][CH2:15][CH2:16][CH3:17])[N:8]=1. The catalyst class is: 50. (6) Reactant: O=[C:2]1[CH2:19][CH2:18][C:5]2([CH2:10][CH2:9][N:8]([C:11]([O:13][C:14]([CH3:17])([CH3:16])[CH3:15])=[O:12])[CH2:7][CH2:6]2)[CH2:4][CH2:3]1.Cl.[F:21][C:22]1([F:26])[CH2:25][NH:24][CH2:23]1.C(N(CC)CC)C.C(O[BH-](OC(=O)C)OC(=O)C)(=O)C.[Na+].C(=O)(O)[O-].[Na+]. Product: [F:21][C:22]1([F:26])[CH2:25][N:24]([CH:2]2[CH2:19][CH2:18][C:5]3([CH2:10][CH2:9][N:8]([C:11]([O:13][C:14]([CH3:17])([CH3:16])[CH3:15])=[O:12])[CH2:7][CH2:6]3)[CH2:4][CH2:3]2)[CH2:23]1. The catalyst class is: 26.